The task is: Regression. Given a peptide amino acid sequence and an MHC pseudo amino acid sequence, predict their binding affinity value. This is MHC class II binding data.. This data is from Peptide-MHC class II binding affinity with 134,281 pairs from IEDB. (1) The peptide sequence is KCVTVMAPDKPSLDI. The MHC is DRB1_1501 with pseudo-sequence DRB1_1501. The binding affinity (normalized) is 0. (2) The peptide sequence is ANCLRKNGKKVIQLS. The MHC is DRB4_0101 with pseudo-sequence DRB4_0103. The binding affinity (normalized) is 0.316. (3) The peptide sequence is IPKEQKYSFLQNPQT. The MHC is DRB1_0405 with pseudo-sequence DRB1_0405. The binding affinity (normalized) is 0.797. (4) The peptide sequence is YATFFIKANSKFIGITE. The MHC is DRB1_0701 with pseudo-sequence DRB1_0701. The binding affinity (normalized) is 0.655. (5) The peptide sequence is EKKYWAATQFEPLAA. The MHC is HLA-DQA10401-DQB10402 with pseudo-sequence HLA-DQA10401-DQB10402. The binding affinity (normalized) is 0.431.